This data is from Full USPTO retrosynthesis dataset with 1.9M reactions from patents (1976-2016). The task is: Predict the reactants needed to synthesize the given product. Given the product [C:40]([C:37]1[N:38]=[CH:39][C:34]([NH:33][C:25]2[CH:24]=[C:23]([NH:22][CH2:21][CH:18]3[CH2:17][CH2:16][NH:15][CH2:20][CH2:19]3)[C:28]([C:29]([O:31][CH3:32])=[O:30])=[CH:27][N:26]=2)=[N:35][CH:36]=1)#[N:41], predict the reactants needed to synthesize it. The reactants are: C(O)(C(F)(F)F)=O.C(OC([N:15]1[CH2:20][CH2:19][CH:18]([CH2:21][NH:22][C:23]2[C:28]([C:29]([O:31][CH3:32])=[O:30])=[CH:27][N:26]=[C:25]([NH:33][C:34]3[CH:39]=[N:38][C:37]([C:40]#[N:41])=[CH:36][N:35]=3)[CH:24]=2)[CH2:17][CH2:16]1)=O)(C)(C)C.